This data is from Reaction yield outcomes from USPTO patents with 853,638 reactions. The task is: Predict the reaction yield, written as a fraction of the theoretical maximum amount of product (1.0 means a 100% yield; for example, 0.34 means a 34% yield). (1) The reactants are [F:1][C:2]1[CH:13]=[CH:12][CH:11]=[C:10]([O:14][CH2:15][C:16]2[CH:21]=[CH:20][C:19]([O:22][CH3:23])=[CH:18][CH:17]=2)[C:3]=1[C:4](N(OC)C)=[O:5].[CH3:24][Mg]Br. The catalyst is O1CCCC1. The product is [F:1][C:2]1[CH:13]=[CH:12][CH:11]=[C:10]([O:14][CH2:15][C:16]2[CH:17]=[CH:18][C:19]([O:22][CH3:23])=[CH:20][CH:21]=2)[C:3]=1[C:4](=[O:5])[CH3:24]. The yield is 0.200. (2) The reactants are [Br:1][C:2]1[CH:3]=[C:4]([N+:12]([O-:14])=[O:13])[C:5]2[N:9]=[C:8]([CH3:10])[NH:7][C:6]=2[CH:11]=1.Br[CH2:16][C:17]1[C:26]2[C:21](=[CH:22][CH:23]=[CH:24][CH:25]=2)[CH:20]=[CH:19][CH:18]=1.C([O-])([O-])=O.[K+].[K+]. The catalyst is CN(C=O)C. The product is [Br:1][C:2]1[CH:3]=[C:4]([N+:12]([O-:14])=[O:13])[C:5]2[N:9]=[C:8]([CH3:10])[N:7]([CH2:16][C:17]3[C:26]4[C:21](=[CH:22][CH:23]=[CH:24][CH:25]=4)[CH:20]=[CH:19][CH:18]=3)[C:6]=2[CH:11]=1. The yield is 1.00. (3) The catalyst is C(OCC)(=O)C.[Pd]. The reactants are C([O:8][CH2:9][C:10]([O:12][C@@H:13]1[C@:29]2([CH3:30])[CH:16]([CH:17]3[CH:26]([CH2:27][CH2:28]2)[C:25]2[CH:24]=[CH:23][C:22]([O:31][Si:32]([C:35]([CH3:38])([CH3:37])[CH3:36])([CH3:34])[CH3:33])=[CH:21][C:20]=2[CH2:19][CH2:18]3)[CH2:15][CH2:14]1)=[O:11])C1C=CC=CC=1. The product is [OH:8][CH2:9][C:10]([O:12][C@@H:13]1[C@:29]2([CH3:30])[CH:16]([CH:17]3[CH:26]([CH2:27][CH2:28]2)[C:25]2[CH:24]=[CH:23][C:22]([O:31][Si:32]([C:35]([CH3:38])([CH3:37])[CH3:36])([CH3:34])[CH3:33])=[CH:21][C:20]=2[CH2:19][CH2:18]3)[CH2:15][CH2:14]1)=[O:11]. The yield is 0.890. (4) The reactants are [OH:1][C:2](C1SC=CC=1)(C1SC=CC=1)[C:3]([O:5][C@H:6]1[CH2:11][CH2:10][C@H:9](N(CCN)C)[CH2:8][CH2:7]1)=O.[OH-:27].[Li+].C1[CH2:33][O:32]CC1. The catalyst is O. The product is [OH:32][CH2:33][C:9]1[CH:8]=[CH:7][C:6]([O:5][CH2:3][C:2]([OH:1])=[O:27])=[CH:11][CH:10]=1. The yield is 0.890. (5) The reactants are [Br:1][C:2]1[CH:7]=[CH:6][C:5]([C:8]2[CH:13]=[CH:12][C:11]([S:14](Cl)(=[O:16])=[O:15])=[CH:10][CH:9]=2)=[CH:4][CH:3]=1.[F:18][C:19]([F:37])([S:33]([NH2:36])(=[O:35])=[O:34])[C:20]([F:32])([F:31])[C:21]([F:30])([F:29])[C:22]([F:28])([F:27])[S:23]([NH2:26])(=[O:25])=[O:24].C(N([CH2:43][CH3:44])CC)C.[OH-:45].[Na+].[Na][Na]. The catalyst is O.C(#N)C. The product is [Br:1][C:2]1[CH:7]=[CH:6][C:5]([C:8]2[CH:13]=[CH:12][C:11]([S:14]([NH:36][S:33]([C:19]([F:18])([F:37])[C:20]([F:32])([F:31])[C:21]([F:29])([F:30])[C:22]([F:27])([F:28])[S:23]([NH:26][S:14]([C:11]3[CH:12]=[CH:13][C:8]([C:44]4[CH:43]=[CH:7][C:2]([Br:1])=[CH:3][CH:4]=4)=[CH:9][CH:10]=3)(=[O:15])=[O:45])(=[O:24])=[O:25])(=[O:35])=[O:34])(=[O:16])=[O:15])=[CH:10][CH:9]=2)=[CH:4][CH:3]=1. The yield is 0.890. (6) The yield is 0.600. The reactants are Cl.[F:2][C@H:3]1[CH2:7][CH2:6][NH:5][CH2:4]1.C(=O)([O-])[O-].[Na+].[Na+].[Br:14][C:15]1[CH:16]=[C:17]([C@H:21]2[CH2:23][O:22]2)[CH:18]=[CH:19][CH:20]=1. The product is [Br:14][C:15]1[CH:16]=[C:17]([C@H:21]([OH:22])[CH2:23][N:5]2[CH2:6][CH2:7][C@H:3]([F:2])[CH2:4]2)[CH:18]=[CH:19][CH:20]=1. The catalyst is C(O)C. (7) The product is [F:16][C:17]1[CH:22]=[CH:21][C:20]2[NH:23][C:14]([C:12]3[NH:11][N:10]=[C:9]([C:6]4[CH:7]=[CH:8][C:3]([O:2][CH3:1])=[CH:4][CH:5]=4)[CH:13]=3)=[N:24][C:19]=2[CH:18]=1. The reactants are [CH3:1][O:2][C:3]1[CH:8]=[CH:7][C:6]([C:9]2[CH:13]=[C:12]([CH:14]=O)[NH:11][N:10]=2)=[CH:5][CH:4]=1.[F:16][C:17]1[CH:18]=[C:19]([NH2:24])[C:20]([NH2:23])=[CH:21][CH:22]=1. The yield is 0.767. The catalyst is C(O)C. (8) The reactants are [CH3:1][O:2][C:3]1[CH:4]=[C:5]([O:21][CH3:22])[C:6]2[CH2:12][CH2:11][N:10](C(OC(C)(C)C)=O)[CH2:9][CH2:8][C:7]=2[N:20]=1. The catalyst is Cl. The yield is 1.00. The product is [CH3:1][O:2][C:3]1[CH:4]=[C:5]([O:21][CH3:22])[C:6]2[CH2:12][CH2:11][NH:10][CH2:9][CH2:8][C:7]=2[N:20]=1. (9) The reactants are [F:1][C:2]1[CH:7]=[CH:6][C:5](I)=[CH:4][C:3]=1[N:9]1[CH:14]=[C:13]([O:15][CH3:16])[C:12](=[O:17])[C:11]([C:18]2[N:22]([C:23]3[CH:28]=[CH:27][CH:26]=[CH:25][CH:24]=3)[N:21]=[CH:20][CH:19]=2)=[N:10]1.[NH:29]1[CH:33]=[CH:32][CH:31]=[N:30]1.OC1C=CC=CC=1C=NO.C([O-])([O-])=O.[Cs+].[Cs+]. The catalyst is C(#N)C.C([O-])(O)=O.[Na+]. The product is [F:1][C:2]1[CH:7]=[CH:6][C:5]([N:29]2[CH:33]=[CH:32][CH:31]=[N:30]2)=[CH:4][C:3]=1[N:9]1[CH:14]=[C:13]([O:15][CH3:16])[C:12](=[O:17])[C:11]([C:18]2[N:22]([C:23]3[CH:28]=[CH:27][CH:26]=[CH:25][CH:24]=3)[N:21]=[CH:20][CH:19]=2)=[N:10]1. The yield is 0.0400.